This data is from CYP3A4 inhibition data for predicting drug metabolism from PubChem BioAssay. The task is: Regression/Classification. Given a drug SMILES string, predict its absorption, distribution, metabolism, or excretion properties. Task type varies by dataset: regression for continuous measurements (e.g., permeability, clearance, half-life) or binary classification for categorical outcomes (e.g., BBB penetration, CYP inhibition). Dataset: cyp3a4_veith. (1) The compound is Cc1ccccc1CS(=O)(=O)Cc1ccc(C(=O)NCc2cccnc2)o1. The result is 1 (inhibitor). (2) The drug is COC(=O)C/C=C\[C@@H](C)[C@@H](/C=N\OCC[C@@H]1C=C[C@H](OC(C)=O)[C@H](COC(C)=O)O1)OC. The result is 0 (non-inhibitor). (3) The result is 0 (non-inhibitor). The drug is O=C(O)/C=C\CO. (4) The drug is CCOC(=O)c1ccc(NC(=O)C(=O)NCC2CCCO2)cc1. The result is 0 (non-inhibitor). (5) The result is 0 (non-inhibitor). The compound is Cn1c(=O)c2[nH]c(CS(=O)(=O)Cc3nc4c([nH]3)c(=O)n(C)c(=O)n4C)nc2n(C)c1=O.